Dataset: NCI-60 drug combinations with 297,098 pairs across 59 cell lines. Task: Regression. Given two drug SMILES strings and cell line genomic features, predict the synergy score measuring deviation from expected non-interaction effect. (1) Drug 1: C1=CN(C(=O)N=C1N)C2C(C(C(O2)CO)O)O.Cl. Drug 2: CN1C(=O)N2C=NC(=C2N=N1)C(=O)N. Cell line: NCI-H460. Synergy scores: CSS=38.6, Synergy_ZIP=0.427, Synergy_Bliss=3.81, Synergy_Loewe=-46.8, Synergy_HSA=1.60. (2) Drug 1: CCC1(CC2CC(C3=C(CCN(C2)C1)C4=CC=CC=C4N3)(C5=C(C=C6C(=C5)C78CCN9C7C(C=CC9)(C(C(C8N6C)(C(=O)OC)O)OC(=O)C)CC)OC)C(=O)OC)O.OS(=O)(=O)O. Drug 2: C1=NC2=C(N=C(N=C2N1C3C(C(C(O3)CO)O)F)Cl)N. Cell line: SK-MEL-5. Synergy scores: CSS=14.2, Synergy_ZIP=-3.63, Synergy_Bliss=0.0927, Synergy_Loewe=-5.88, Synergy_HSA=0.205. (3) Drug 1: CC12CCC3C(C1CCC2O)C(CC4=C3C=CC(=C4)O)CCCCCCCCCS(=O)CCCC(C(F)(F)F)(F)F. Drug 2: CN(CC1=CN=C2C(=N1)C(=NC(=N2)N)N)C3=CC=C(C=C3)C(=O)NC(CCC(=O)O)C(=O)O. Cell line: MDA-MB-231. Synergy scores: CSS=5.33, Synergy_ZIP=-4.63, Synergy_Bliss=-3.31, Synergy_Loewe=-1.40, Synergy_HSA=-1.09. (4) Drug 1: COC1=CC(=CC(=C1O)OC)C2C3C(COC3=O)C(C4=CC5=C(C=C24)OCO5)OC6C(C(C7C(O6)COC(O7)C8=CC=CS8)O)O. Drug 2: C1CC(=O)NC(=O)C1N2C(=O)C3=CC=CC=C3C2=O. Cell line: CAKI-1. Synergy scores: CSS=54.1, Synergy_ZIP=10.3, Synergy_Bliss=13.7, Synergy_Loewe=-26.8, Synergy_HSA=13.8. (5) Drug 1: CC1CC2C3CCC4=CC(=O)C=CC4(C3(C(CC2(C1(C(=O)CO)O)C)O)F)C. Drug 2: CN1C(=O)N2C=NC(=C2N=N1)C(=O)N. Cell line: UACC62. Synergy scores: CSS=16.8, Synergy_ZIP=-1.70, Synergy_Bliss=2.56, Synergy_Loewe=2.07, Synergy_HSA=2.41. (6) Drug 1: COC1=NC(=NC2=C1N=CN2C3C(C(C(O3)CO)O)O)N. Drug 2: CC1CCC2CC(C(=CC=CC=CC(CC(C(=O)C(C(C(=CC(C(=O)CC(OC(=O)C3CCCCN3C(=O)C(=O)C1(O2)O)C(C)CC4CCC(C(C4)OC)O)C)C)O)OC)C)C)C)OC. Cell line: UACC-257. Synergy scores: CSS=-3.29, Synergy_ZIP=2.71, Synergy_Bliss=4.31, Synergy_Loewe=-1.04, Synergy_HSA=-1.06.